This data is from Reaction yield outcomes from USPTO patents with 853,638 reactions. The task is: Predict the reaction yield, written as a fraction of the theoretical maximum amount of product (1.0 means a 100% yield; for example, 0.34 means a 34% yield). (1) The reactants are Cl[C:2]1[N:7]=[N:6][C:5]([CH:8]([C:11]2[C:16]([Br:17])=[CH:15][C:14]([CH2:18]OC3CCCCO3)=[CH:13][C:12]=2[Br:26])C#N)=[CH:4][C:3]=1[CH:27]([CH3:29])[CH3:28].C([O-])(=[O:32])C.[Na+].[ClH:35]. The catalyst is C(O)(=O)C.C(OCC)(=O)C. The product is [Br:26][C:12]1[CH:13]=[C:14]([CH2:18][Cl:35])[CH:15]=[C:16]([Br:17])[C:11]=1[CH2:8][C:5]1[CH:4]=[C:3]([CH:27]([CH3:29])[CH3:28])[C:2](=[O:32])[NH:7][N:6]=1. The yield is 0.360. (2) The reactants are [C:1]([C:3]1[CH:10]=[CH:9][C:6]([CH:7]=O)=[CH:5][CH:4]=1)#[N:2].Cl.[NH2:12][CH2:13][CH2:14][SH:15].C(Cl)(Cl)Cl. The catalyst is C(O)C.O. The product is [S:15]1[CH2:14][CH2:13][NH:12][CH:7]1[C:6]1[CH:9]=[CH:10][C:3]([C:1]#[N:2])=[CH:4][CH:5]=1. The yield is 0.670. (3) The reactants are [CH3:1][O:2][C:3]1[CH:4]=[C:5]([CH:7]=[CH:8][C:9]=1[CH3:10])[NH2:6].[Br-:11].[Br-].[Br-].C([N+](CCCC)(CCCC)CCCC)CCC.C([N+](CCCC)(CCCC)CCCC)CCC.C([N+](CCCC)(CCCC)CCCC)CCC.C([O-])(O)=O.[Na+]. The catalyst is ClCCl. The product is [Br:11][C:7]1[CH:8]=[C:9]([CH3:10])[C:3]([O:2][CH3:1])=[CH:4][C:5]=1[NH2:6]. The yield is 0.850. (4) The reactants are [CH3:1][N:2]1[CH2:7][CH2:6][N:5]([CH:8]([CH3:12])[C:9]([OH:11])=O)[CH2:4][CH2:3]1.C1COCC1.[CH2:18]1[C:23]2=[CH:24][C:25]3[CH:26]=[CH:27][CH:28]=[CH:29][C:30]=3[N:22]2[CH2:21][CH2:20][NH:19]1.C[NH3+].F[P-](F)(F)(F)(F)F.N1(OC(N(C)C)=[N+](C)C)C2N=CC=CC=2N=N1.F[P-](F)(F)(F)(F)F. No catalyst specified. The product is [CH2:18]1[C:23]2=[CH:24][C:25]3[CH:26]=[CH:27][CH:28]=[CH:29][C:30]=3[N:22]2[CH2:21][CH2:20][N:19]1[C:9](=[O:11])[CH:8]([N:5]1[CH2:4][CH2:3][N:2]([CH3:1])[CH2:7][CH2:6]1)[CH3:12]. The yield is 0.480. (5) The reactants are [NH2:1][C:2]1[NH:7][CH:6]([N:8]2[C:16]3[C:11](=[CH:12][CH:13]=[C:14]([C:17]#[N:18])[CH:15]=3)[CH:10]=[N:9]2)[C:5]([N+:19]([O-])=O)=[CH:4][N:3]=1.[Sn](Cl)Cl. The catalyst is C(O)C. The product is [NH2:1][C:2]1[N:7]=[C:6]([N:8]2[C:16]3[C:11](=[CH:12][CH:13]=[C:14]([C:17]#[N:18])[CH:15]=3)[CH:10]=[N:9]2)[C:5]([NH2:19])=[CH:4][N:3]=1. The yield is 0.110. (6) The reactants are [H-].C([Al+]CC(C)C)C(C)C.C[O:12][C:13]([C:15]1([OH:38])[CH2:20][C@@H:19]([O:21][Si:22]([C:25]([CH3:28])([CH3:27])[CH3:26])([CH3:24])[CH3:23])[C:18](=[CH2:29])[C@H:17]([O:30][Si:31]([C:34]([CH3:37])([CH3:36])[CH3:35])([CH3:33])[CH3:32])[CH2:16]1)=O. The product is [Si:22]([O:21][C@H:19]1[C:18](=[CH2:29])[C@H:17]([O:30][Si:31]([C:34]([CH3:37])([CH3:36])[CH3:35])([CH3:33])[CH3:32])[CH2:16][C:15]([CH2:13][OH:12])([OH:38])[CH2:20]1)([C:25]([CH3:27])([CH3:28])[CH3:26])([CH3:24])[CH3:23]. The catalyst is CCOCC. The yield is 0.240. (7) The reactants are C(Cl)(=O)C(Cl)=O.CS(C)=O.[CH3:11][CH:12]([CH3:48])[CH2:13][C@H:14]([NH:35][C:36]([C:38]1[O:39][C:40]2[CH:46]=[CH:45][C:44]([OH:47])=[CH:43][C:41]=2[CH:42]=1)=[O:37])[C:15](=[O:34])[NH:16][CH:17]1[CH2:23][CH2:22][CH2:21][N:20]([S:24]([C:27]2[N:28]=[CH:29][N:30]([CH3:32])[CH:31]=2)(=[O:26])=[O:25])[CH2:19][CH:18]1[OH:33].CCN(CC)CC. The yield is 0.780. The product is [CH3:11][CH:12]([CH3:48])[CH2:13][C@H:14]([NH:35][C:36]([C:38]1[O:39][C:40]2[CH:46]=[CH:45][C:44]([OH:47])=[CH:43][C:41]=2[CH:42]=1)=[O:37])[C:15](=[O:34])[NH:16][CH:17]1[CH2:23][CH2:22][CH2:21][N:20]([S:24]([C:27]2[N:28]=[CH:29][N:30]([CH3:32])[CH:31]=2)(=[O:25])=[O:26])[CH2:19][C:18]1=[O:33]. The catalyst is C(Cl)Cl.